This data is from Full USPTO retrosynthesis dataset with 1.9M reactions from patents (1976-2016). The task is: Predict the reactants needed to synthesize the given product. Given the product [C:30]1(=[O:39])[N:29]([CH2:28][C:26]2[N:27]=[C:23]([N:21]3[CH2:20][CH:19]([OH:18])[CH2:22]3)[S:24][CH:25]=2)[C:33](=[O:34])[C:32]2=[CH:35][CH:36]=[CH:37][CH:38]=[C:31]12, predict the reactants needed to synthesize it. The reactants are: [Si]([O:18][CH:19]1[CH2:22][N:21]([C:23]2[S:24][CH:25]=[C:26]([CH2:28][N:29]3[C:33](=[O:34])[C:32]4=[CH:35][CH:36]=[CH:37][CH:38]=[C:31]4[C:30]3=[O:39])[N:27]=2)[CH2:20]1)(C(C)(C)C)(C1C=CC=CC=1)C1C=CC=CC=1.[F-].C([N+](CCCC)(CCCC)CCCC)CCC.